From a dataset of In vitro SARS-CoV-2 activity screen of 1,480 approved drugs from Prestwick library. Binary Classification. Given a drug SMILES string, predict its activity (active/inactive) in a high-throughput screening assay against a specified biological target. (1) The drug is NCC1OC(OC2C(N)CC(N)C(O)C2O[C@@H]2O[C@H](CO)[C@H](O)C2O)C(N)C(O)C1O.O=S(=O)(O)O. The result is 0 (inactive). (2) The compound is Cl.c1ccc2c(c1)CCCC2C1=NCCN1. The result is 0 (inactive).